From a dataset of Reaction yield outcomes from USPTO patents with 853,638 reactions. Predict the reaction yield, written as a fraction of the theoretical maximum amount of product (1.0 means a 100% yield; for example, 0.34 means a 34% yield). (1) The reactants are C(OOC(=O)C1C=CC=CC=1)(=O)C1C=CC=CC=1.[F:19][C:20]1[C:25]([N+:26]([O-:28])=[O:27])=[CH:24][CH:23]=[CH:22][C:21]=1[CH3:29].[Br:30]N1C(=O)CCC1=O. The catalyst is C(Cl)(Cl)(Cl)Cl. The product is [Br:30][CH2:29][C:21]1[CH:22]=[CH:23][CH:24]=[C:25]([N+:26]([O-:28])=[O:27])[C:20]=1[F:19]. The yield is 0.650. (2) The reactants are C(=N[C@H](C)C(C1C=CC=CC=1OC)(C1C=CC=CC=1OC)O)C1C(=CC=CC=1)O.[CH3:30][C:31](=[CH:33][CH:34]=[C:35]([CH3:37])[CH3:36])[CH3:32].C1(NN)C=CC=CC=1.[N+](=[CH:48][C:49]([O:51][CH2:52][CH3:53])=[O:50])=[N-]. The catalyst is O.C([O-])(=O)C.[Cu+2].C([O-])(=O)C. The product is [CH3:53][CH2:52][O:51][C:49]([CH:48]1[C:35]([CH3:37])([CH3:36])[CH:34]1[CH:33]=[C:31]([CH3:32])[CH3:30])=[O:50]. The yield is 0.900.